From a dataset of Catalyst prediction with 721,799 reactions and 888 catalyst types from USPTO. Predict which catalyst facilitates the given reaction. Reactant: [CH:1]([C:4]1[C:12]2[C:7](=[CH:8][CH:9]=[CH:10][C:11]=2[N:13]2[CH:17]=[C:16]([C:18]3[CH:19]=[N:20][CH:21]=[CH:22][CH:23]=3)[N:15]=[CH:14]2)[NH:6][N:5]=1)([CH3:3])[CH3:2].C(=O)([O-])[O-].[Cs+].[Cs+].Br[C:31]1[CH:38]=[CH:37][C:34]([C:35]#[N:36])=[C:33]([NH:39][C:40]([CH3:43])([CH3:42])[CH3:41])[CH:32]=1.CN(C)CCN. Product: [C:40]([NH:39][C:33]1[CH:32]=[C:31]([N:6]2[C:7]3[C:12](=[C:11]([N:13]4[CH:17]=[C:16]([C:18]5[CH:19]=[N:20][CH:21]=[CH:22][CH:23]=5)[N:15]=[CH:14]4)[CH:10]=[CH:9][CH:8]=3)[C:4]([CH:1]([CH3:3])[CH3:2])=[N:5]2)[CH:38]=[CH:37][C:34]=1[C:35]#[N:36])([CH3:43])([CH3:41])[CH3:42]. The catalyst class is: 185.